This data is from Full USPTO retrosynthesis dataset with 1.9M reactions from patents (1976-2016). The task is: Predict the reactants needed to synthesize the given product. Given the product [CH2:1]([S:3]([N:6]1[CH2:11][CH2:10][CH:9]([C:12]2[C:20]3[C:15](=[C:16]([C:29]([NH2:31])=[O:30])[CH:17]=[C:18]([C:21]4[CH:26]=[CH:25][CH:24]=[C:23]([CH2:27][N:32]5[CH2:37][CH2:36][NH:35][CH2:34][CH2:33]5)[CH:22]=4)[CH:19]=3)[NH:14][CH:13]=2)[CH2:8][CH2:7]1)(=[O:5])=[O:4])[CH3:2], predict the reactants needed to synthesize it. The reactants are: [CH2:1]([S:3]([N:6]1[CH2:11][CH2:10][CH:9]([C:12]2[C:20]3[C:15](=[C:16]([C:29]([NH2:31])=[O:30])[CH:17]=[C:18]([C:21]4[CH:26]=[CH:25][CH:24]=[C:23]([CH:27]=O)[CH:22]=4)[CH:19]=3)[NH:14][CH:13]=2)[CH2:8][CH2:7]1)(=[O:5])=[O:4])[CH3:2].[NH:32]1[CH2:37][CH2:36][NH:35][CH2:34][CH2:33]1.[BH-](OC(C)=O)(OC(C)=O)OC(C)=O.[Na+].